Dataset: Full USPTO retrosynthesis dataset with 1.9M reactions from patents (1976-2016). Task: Predict the reactants needed to synthesize the given product. (1) Given the product [F:20][C:2]([F:19])([F:1])[O:3][C:4]1[CH:9]=[CH:8][C:7]([NH:10][C:11]([CH:13]2[CH2:18][CH2:17][N:16]([C:25](=[O:26])[CH2:24][CH2:23][C:22]([CH3:29])([CH3:28])[CH3:21])[CH2:15][CH2:14]2)=[O:12])=[CH:6][CH:5]=1, predict the reactants needed to synthesize it. The reactants are: [F:1][C:2]([F:20])([F:19])[O:3][C:4]1[CH:9]=[CH:8][C:7]([NH:10][C:11]([CH:13]2[CH2:18][CH2:17][NH:16][CH2:15][CH2:14]2)=[O:12])=[CH:6][CH:5]=1.[CH3:21][C:22]([CH3:29])([CH3:28])[CH2:23][CH2:24][C:25](O)=[O:26]. (2) Given the product [O:36]1[C:37]2[CH:42]=[CH:41][CH:40]=[CH:39][C:38]=2[C:34]([CH2:33][N:15]2[C:14](=[O:29])[C@@H:13]([NH:12][C:11](=[O:30])[C@@H:10]([N:2]([CH3:1])[C:3](=[O:9])[O:4][C:5]([CH3:8])([CH3:6])[CH3:7])[CH3:31])[C:19]3([CH2:20][CH2:21][O:22][CH2:23][CH2:24]3)[O:18][C:17]3[CH:25]=[CH:26][CH:27]=[CH:28][C:16]2=3)=[N:35]1, predict the reactants needed to synthesize it. The reactants are: [CH3:1][N:2]([C@@H:10]([CH3:31])[C:11](=[O:30])[NH:12][CH:13]1[C:19]2([CH2:24][CH2:23][O:22][CH2:21][CH2:20]2)[O:18][C:17]2[CH:25]=[CH:26][CH:27]=[CH:28][C:16]=2[NH:15][C:14]1=[O:29])[C:3](=[O:9])[O:4][C:5]([CH3:8])([CH3:7])[CH3:6].Br[CH2:33][C:34]1[C:38]2[CH:39]=[CH:40][CH:41]=[CH:42][C:37]=2[O:36][N:35]=1.C([O-])([O-])=O.[Cs+].[Cs+].[Na+].[I-]. (3) The reactants are: Cl.[F:2][C:3]1[CH:8]=[CH:7][CH:6]=[CH:5][C:4]=1[C:9]1[CH:22]=[C:21]2[C:12]([N:13]3[C:18]([CH2:19][O:20]2)=[N:17][NH:16][C:15](=[O:23])[C@H:14]3[CH3:24])=[CH:11][C:10]=1[C@H:25]1[CH2:30][CH2:29][NH:28][CH2:27][C@H:26]1[CH3:31].C=O.[B-][C:35]#N.[Na+]. Given the product [CH3:35][N:28]1[CH2:29][CH2:30][C@H:25]([C:10]2[CH:11]=[C:12]3[C:21](=[CH:22][C:9]=2[C:4]2[CH:5]=[CH:6][CH:7]=[CH:8][C:3]=2[F:2])[O:20][CH2:19][C:18]2[N:13]3[C@H:14]([CH3:24])[C:15](=[O:23])[NH:16][N:17]=2)[C@H:26]([CH3:31])[CH2:27]1, predict the reactants needed to synthesize it. (4) Given the product [NH2:26][C:24]1[S:25][CH:2]=[C:3]([CH2:4][C:5]2[CH:10]=[CH:9][C:8]([CH2:11][CH2:12][C:13]3[N:14]=[C:15]([NH:18][C:19](=[O:21])[CH3:20])[S:16][CH:17]=3)=[CH:7][CH:6]=2)[N:23]=1, predict the reactants needed to synthesize it. The reactants are: Br[CH2:2][C:3](=O)[CH2:4][C:5]1[CH:10]=[CH:9][C:8]([CH2:11][CH2:12][C:13]2[N:14]=[C:15]([NH:18][C:19](=[O:21])[CH3:20])[S:16][CH:17]=2)=[CH:7][CH:6]=1.[NH2:23][C:24]([NH2:26])=[S:25]. (5) The reactants are: [NH2:1][C:2]1[N:3]=[C:4]([NH:17][C:18]2[CH:23]=[CH:22][C:21]([S:24](F)(=[O:26])=[O:25])=[CH:20][CH:19]=2)[S:5][C:6]=1[C:7](=[O:16])[C:8]1[C:13]([F:14])=[CH:12][CH:11]=[CH:10][C:9]=1[F:15].[CH2:28]([CH2:30][NH2:31])[OH:29]. Given the product [NH2:1][C:2]1[N:3]=[C:4]([NH:17][C:18]2[CH:23]=[CH:22][C:21]([S:24]([NH:31][CH2:30][CH2:28][OH:29])(=[O:26])=[O:25])=[CH:20][CH:19]=2)[S:5][C:6]=1[C:7](=[O:16])[C:8]1[C:13]([F:14])=[CH:12][CH:11]=[CH:10][C:9]=1[F:15], predict the reactants needed to synthesize it.